Dataset: Peptide-MHC class II binding affinity with 134,281 pairs from IEDB. Task: Regression. Given a peptide amino acid sequence and an MHC pseudo amino acid sequence, predict their binding affinity value. This is MHC class II binding data. (1) The MHC is DRB1_0301 with pseudo-sequence DRB1_0301. The peptide sequence is KSLAGPISQHNHRPG. The binding affinity (normalized) is 0. (2) The peptide sequence is SAVIGTLAAAMFGAV. The MHC is DRB5_0101 with pseudo-sequence DRB5_0101. The binding affinity (normalized) is 0.767. (3) The peptide sequence is IGRIAECILGYNPSR. The MHC is HLA-DPA10103-DPB10401 with pseudo-sequence HLA-DPA10103-DPB10401. The binding affinity (normalized) is 0.210.